This data is from Peptide-MHC class I binding affinity with 185,985 pairs from IEDB/IMGT. The task is: Regression. Given a peptide amino acid sequence and an MHC pseudo amino acid sequence, predict their binding affinity value. This is MHC class I binding data. (1) The MHC is HLA-B40:01 with pseudo-sequence HLA-B40:01. The peptide sequence is MEVQSLAMST. The binding affinity (normalized) is 0.295. (2) The peptide sequence is VVKWKRDEH. The MHC is HLA-A68:01 with pseudo-sequence HLA-A68:01. The binding affinity (normalized) is 0. (3) The peptide sequence is VLDMCAALK. The MHC is HLA-A31:01 with pseudo-sequence HLA-A31:01. The binding affinity (normalized) is 0.283.